From a dataset of Full USPTO retrosynthesis dataset with 1.9M reactions from patents (1976-2016). Predict the reactants needed to synthesize the given product. (1) Given the product [F:1][C:2]1[CH:16]=[CH:15][C:5]2[N:6]=[C:7]([N:9]3[CH2:14][CH2:13][N:12]([C:31]([C:30]4[CH:29]=[CH:28][C:27]([NH:26][S:23]([C:18]5[CH:19]=[CH:20][CH:21]=[CH:22][N:17]=5)(=[O:25])=[O:24])=[CH:35][CH:34]=4)=[O:32])[CH2:11][CH2:10]3)[O:8][C:4]=2[CH:3]=1, predict the reactants needed to synthesize it. The reactants are: [F:1][C:2]1[CH:16]=[CH:15][C:5]2[N:6]=[C:7]([N:9]3[CH2:14][CH2:13][NH:12][CH2:11][CH2:10]3)[O:8][C:4]=2[CH:3]=1.[N:17]1[CH:22]=[CH:21][CH:20]=[CH:19][C:18]=1[S:23]([NH:26][C:27]1[CH:35]=[CH:34][C:30]([C:31](O)=[O:32])=[CH:29][CH:28]=1)(=[O:25])=[O:24]. (2) Given the product [CH3:49][C:47]([O:50][C@H:51]([CH3:58])[C@@H:52]([C:54]([O:56][CH3:57])=[O:55])[NH:53][C:39]([C:36]1[CH:37]=[CH:38][C:33]([C:28]2[CH:29]=[CH:30][CH:31]=[CH:32][C:27]=2[O:26][CH3:25])=[CH:34][C:35]=1[N+:42]([O-:44])=[O:43])=[O:41])([CH3:46])[CH3:48], predict the reactants needed to synthesize it. The reactants are: CN(C(ON1N=NC2C=CC=NC1=2)=[N+](C)C)C.F[P-](F)(F)(F)(F)F.[CH3:25][O:26][C:27]1[CH:32]=[CH:31][CH:30]=[CH:29][C:28]=1[C:33]1[CH:38]=[CH:37][C:36]([C:39]([OH:41])=O)=[C:35]([N+:42]([O-:44])=[O:43])[CH:34]=1.Cl.[CH3:46][C:47]([O:50][C@H:51]([CH3:58])[C@@H:52]([C:54]([O:56][CH3:57])=[O:55])[NH2:53])([CH3:49])[CH3:48].C(N(C(C)C)CC)(C)C. (3) Given the product [Br:27][C:23]1[N:22]=[C:21](/[CH:39]=[CH:38]/[C:37]([NH:36][C@H:34]([C:28]2[CH:29]=[CH:30][CH:31]=[CH:32][CH:33]=2)[CH3:35])=[O:40])[CH:26]=[CH:25][CH:24]=1, predict the reactants needed to synthesize it. The reactants are: C1(P(C2C=CC=CC=2)C2C=CC=CC=2)C=CC=CC=1.Br[C:21]1[CH:26]=[CH:25][CH:24]=[C:23]([Br:27])[N:22]=1.[C:28]1([C@@H:34]([NH:36][C:37](=[O:40])[CH:38]=[CH2:39])[CH3:35])[CH:33]=[CH:32][CH:31]=[CH:30][CH:29]=1.C(N(CC)CC)C. (4) Given the product [F:13][C:8]([F:14])([C:5]1[N:6]=[CH:7][N:3]([CH2:2][C:19]([CH2:18][CH2:17][C:16]([F:15])([F:24])[F:25])([C:20]#[N:21])[C:22]#[N:23])[N:4]=1)[C:9]([F:12])([F:11])[F:10], predict the reactants needed to synthesize it. The reactants are: Cl[CH2:2][N:3]1[CH:7]=[N:6][C:5]([C:8]([F:14])([F:13])[C:9]([F:12])([F:11])[F:10])=[N:4]1.[F:15][C:16]([F:25])([F:24])[CH2:17][CH2:18][CH:19]([C:22]#[N:23])[C:20]#[N:21].C(=O)([O-])[O-].[K+].[K+].O. (5) Given the product [CH2:27]([O:25][C:22]1[CH:23]=[CH:24][C:19]([C:17]([OH:16])=[O:18])=[N:20][CH:21]=1)[CH2:28][CH2:29][CH3:30], predict the reactants needed to synthesize it. The reactants are: [H-].[Na+].C([O:16][C:17]([C:19]1[CH:24]=[CH:23][C:22]([OH:25])=[CH:21][N:20]=1)=[O:18])(C1C=CC=CC=1)C1C=CC=CC=1.Br[CH2:27][CH2:28][CH2:29][CH3:30]. (6) Given the product [CH:47]([O:46][C:44]1[CH:43]=[C:40]([CH:39]=[C:38]([O:37][CH:34]([CH3:36])[CH3:35])[CH:45]=1)[C:41]([N:8]1[CH2:13][CH2:12][CH:11]([NH:14][C:15](=[O:26])[C:16]2[CH:21]=[C:20]([O:22][CH3:23])[CH:19]=[C:18]([CH2:24][OH:25])[CH:17]=2)[CH2:10][CH2:9]1)=[O:42])([CH3:49])[CH3:48], predict the reactants needed to synthesize it. The reactants are: C(OC1C=C(C=C(OCC)C=1F)C[N:8]1[CH2:13][CH2:12][CH:11]([NH:14][C:15](=[O:26])[C:16]2[CH:21]=[C:20]([O:22][CH3:23])[CH:19]=[C:18]([CH2:24][OH:25])[CH:17]=2)[CH2:10][CH2:9]1)C.[CH:34]([O:37][C:38]1[CH:39]=[C:40]([CH:43]=[C:44]([O:46][CH:47]([CH3:49])[CH3:48])[CH:45]=1)[CH:41]=[O:42])([CH3:36])[CH3:35].C([BH3-])#N.[Na+].C(N(C(C)C)C(C)C)C. (7) Given the product [CH3:10][NH:11][N:12]=[C:8]([C:6]1[CH:5]=[CH:4][CH:3]=[C:2]([CH3:1])[N:7]=1)[NH2:9], predict the reactants needed to synthesize it. The reactants are: [CH3:1][C:2]1[N:7]=[C:6]([C:8]#[N:9])[CH:5]=[CH:4][CH:3]=1.[CH3:10][NH:11][NH2:12].